Dataset: Forward reaction prediction with 1.9M reactions from USPTO patents (1976-2016). Task: Predict the product of the given reaction. (1) Given the reactants [CH3:1][C:2]1[C:6]([CH2:7][N:8]2[CH:12]=[C:11]([NH2:13])[CH:10]=[N:9]2)=[C:5]([CH3:14])[O:4][N:3]=1.[CH2:15]([N:23]=[C:24]=[O:25])[CH2:16][C:17]1[CH:22]=[CH:21][CH:20]=[CH:19][CH:18]=1, predict the reaction product. The product is: [CH3:1][C:2]1[C:6]([CH2:7][N:8]2[CH:12]=[C:11]([NH:13][C:24]([NH:23][CH2:15][CH2:16][C:17]3[CH:22]=[CH:21][CH:20]=[CH:19][CH:18]=3)=[O:25])[CH:10]=[N:9]2)=[C:5]([CH3:14])[O:4][N:3]=1. (2) Given the reactants CCCP1(OP(CCC)(=O)OP(CCC)(=O)O1)=O.[NH2:19][C:20]1[C:28]([Cl:29])=[CH:27][C:23]([C:24]([OH:26])=O)=[C:22]([O:30][CH2:31][CH3:32])[CH:21]=1.[C:33]([NH:37][C:38](=[O:52])[C:39]1[CH:44]=[CH:43][CH:42]=[C:41]([CH2:45][N:46]2[CH2:51][CH2:50][NH:49][CH2:48][CH2:47]2)[CH:40]=1)([CH3:36])([CH3:35])[CH3:34].C(N(CC)CC)C, predict the reaction product. The product is: [NH2:19][C:20]1[C:28]([Cl:29])=[CH:27][C:23]([C:24]([N:49]2[CH2:48][CH2:47][N:46]([CH2:45][C:41]3[CH:40]=[C:39]([CH:44]=[CH:43][CH:42]=3)[C:38]([NH:37][C:33]([CH3:35])([CH3:36])[CH3:34])=[O:52])[CH2:51][CH2:50]2)=[O:26])=[C:22]([O:30][CH2:31][CH3:32])[CH:21]=1. (3) Given the reactants O=[C:2]([C:7]1[CH:19]=[CH:18][C:17]2[C:16]3[C:11](=[CH:12][C:13]([C:20](=O)[CH2:21][CH2:22][CH2:23][CH3:24])=[CH:14][CH:15]=3)[CH2:10][C:9]=2[CH:8]=1)[CH2:3][CH2:4][CH2:5][CH3:6].O.NN.C(O)COCCO.[OH-].[K+], predict the reaction product. The product is: [CH2:2]([C:7]1[CH:19]=[CH:18][C:17]2[C:16]3[C:11](=[CH:12][C:13]([CH2:20][CH2:21][CH2:22][CH2:23][CH3:24])=[CH:14][CH:15]=3)[CH2:10][C:9]=2[CH:8]=1)[CH2:3][CH2:4][CH2:5][CH3:6]. (4) Given the reactants C([O:4][C@@H:5]1[C@@H:10]([O:11]C(=O)C)[C@H:9]([O:15]C(=O)C)[C@@H:8]([CH2:19][O:20]C(=O)C)[O:7][C@H:6]1[C:24]1[CH:29]=[CH:28][C:27]([C:30]2[CH:35]=[CH:34][C:33]([C@@H:36]3[C@@H:39]([CH2:40][CH2:41][C@@H:42]([C:44]4[CH:49]=[CH:48][C:47]([F:50])=[CH:46][CH:45]=4)[OH:43])[C:38](=[O:51])[N:37]3[C:52]3[CH:57]=[CH:56][CH:55]=[CH:54][CH:53]=3)=[C:32]([O:58][CH2:59][C:60]3[CH:65]=[CH:64][CH:63]=[CH:62][CH:61]=3)[CH:31]=2)=[CH:26][CH:25]=1)(=O)C.[F-].[K+].O.C(OCC)(=O)C, predict the reaction product. The product is: [CH2:59]([O:58][C:32]1[CH:31]=[C:30]([C:27]2[CH:28]=[CH:29][C:24]([C@@H:6]3[O:7][C@H:8]([CH2:19][OH:20])[C@@H:9]([OH:15])[C@H:10]([OH:11])[C@H:5]3[OH:4])=[CH:25][CH:26]=2)[CH:35]=[CH:34][C:33]=1[C@@H:36]1[C@@H:39]([CH2:40][CH2:41][C@@H:42]([C:44]2[CH:45]=[CH:46][C:47]([F:50])=[CH:48][CH:49]=2)[OH:43])[C:38](=[O:51])[N:37]1[C:52]1[CH:57]=[CH:56][CH:55]=[CH:54][CH:53]=1)[C:60]1[CH:65]=[CH:64][CH:63]=[CH:62][CH:61]=1. (5) Given the reactants [C:1]([CH2:3][CH:4]1[CH2:9][CH2:8][N:7]([C:10]([O:12][C:13]([CH3:16])([CH3:15])[CH3:14])=[O:11])[CH2:6][CH2:5]1)#[N:2].[NH2:17][OH:18], predict the reaction product. The product is: [NH2:2][C:1](=[N:17][OH:18])[CH2:3][CH:4]1[CH2:5][CH2:6][N:7]([C:10]([O:12][C:13]([CH3:16])([CH3:15])[CH3:14])=[O:11])[CH2:8][CH2:9]1. (6) Given the reactants [F:1][C:2]1[CH:7]=[CH:6][C:5](B(O)O)=[CH:4][CH:3]=1.[O:11]=[S:12]1(=[O:29])[CH2:17][CH2:16][N:15]2[CH:18]=[CH:19][CH:20]=[C:21]([C:22]3[CH:27]=[CH:26][C:25]([OH:28])=[CH:24][CH:23]=3)[C:14]2=[N:13]1.C(N(CC)CC)C, predict the reaction product. The product is: [F:1][C:2]1[CH:7]=[CH:6][C:5]([O:28][C:25]2[CH:24]=[CH:23][C:22]([C:21]3[C:14]4=[N:13][S:12](=[O:29])(=[O:11])[CH2:17][CH2:16][N:15]4[CH:18]=[CH:19][CH:20]=3)=[CH:27][CH:26]=2)=[CH:4][CH:3]=1. (7) Given the reactants Cl.Cl[CH2:3][C:4]1[N:5]=[C:6]([CH2:9][N:10]2[CH2:15][CH2:14][N:13]([CH3:16])[CH2:12][CH2:11]2)[S:7][CH:8]=1.[Cl:17][C:18]1[CH:19]=[C:20]([NH:25][C:26]2[C:35]3[C:30](=[CH:31][C:32]([OH:38])=[C:33]([O:36][CH3:37])[CH:34]=3)[N:29]=[CH:28][N:27]=2)[CH:21]=[CH:22][C:23]=1[Cl:24].C(=O)([O-])[O-].[K+].[K+], predict the reaction product. The product is: [Cl:17][C:18]1[CH:19]=[C:20]([NH:25][C:26]2[C:35]3[C:30](=[CH:31][C:32]([O:38][CH2:3][C:4]4[N:5]=[C:6]([CH2:9][N:10]5[CH2:15][CH2:14][N:13]([CH3:16])[CH2:12][CH2:11]5)[S:7][CH:8]=4)=[C:33]([O:36][CH3:37])[CH:34]=3)[N:29]=[CH:28][N:27]=2)[CH:21]=[CH:22][C:23]=1[Cl:24]. (8) Given the reactants [S:1]1[C:5]([C:6]2[C:11]([C:12]([F:15])([F:14])[F:13])=[CH:10][N:9]=[C:8](SC)[N:7]=2)=[CH:4][C:3]2[CH:18]=[CH:19][CH:20]=[CH:21][C:2]1=2.[OH-:22].[Na+].Cl, predict the reaction product. The product is: [S:1]1[C:5]([C:6]2[C:11]([C:12]([F:15])([F:14])[F:13])=[CH:10][N:9]=[C:8]([OH:22])[N:7]=2)=[CH:4][C:3]2[CH:18]=[CH:19][CH:20]=[CH:21][C:2]1=2.